This data is from Catalyst prediction with 721,799 reactions and 888 catalyst types from USPTO. The task is: Predict which catalyst facilitates the given reaction. (1) Reactant: [NH2:1][CH2:2][C:3]1[CH:8]=[C:7]([C:9]2[N:14]=[CH:13][N:12]=[C:11]([NH:15][C:16]3[CH:21]=[CH:20][CH:19]=[C:18]([Cl:22])[CH:17]=3)[N:10]=2)[CH:6]=[CH:5][N:4]=1.[C:23](O[C:23]([O:24][CH2:25][CH3:26])=[O:27])(=[O:27])[O:24][CH2:25][CH3:26].C(N(CC)CC)C.O. Product: [CH2:25]([O:24][C:23](=[O:27])[NH:1][CH2:2][C:3]1[CH:8]=[C:7]([C:9]2[N:10]=[C:11]([NH:15][C:16]3[CH:21]=[CH:20][CH:19]=[C:18]([Cl:22])[CH:17]=3)[N:12]=[CH:13][N:14]=2)[CH:6]=[CH:5][N:4]=1)[CH3:26]. The catalyst class is: 9. (2) Reactant: [O:1]=[C:2]1[C:7]2[CH:8]=[C:9]([C:11]3[CH:12]=[CH:13][CH:14]=[C:15]4[C:20]=3[N:19]=[C:18]([O:21][C@H:22]3[CH2:27][CH2:26][CH2:25][N:24](C(OC(C)(C)C)=O)[CH2:23]3)[CH:17]=[CH:16]4)[NH:10][C:6]=2[CH2:5][CH2:4][NH:3]1.[C:35]([OH:41])([C:37]([F:40])([F:39])[F:38])=[O:36]. Product: [F:38][C:37]([F:40])([F:39])[C:35]([OH:41])=[O:36].[NH:24]1[CH2:25][CH2:26][CH2:27][C@H:22]([O:21][C:18]2[CH:17]=[CH:16][C:15]3[C:20](=[C:11]([C:9]4[NH:10][C:6]5[CH2:5][CH2:4][NH:3][C:2](=[O:1])[C:7]=5[CH:8]=4)[CH:12]=[CH:13][CH:14]=3)[N:19]=2)[CH2:23]1. The catalyst class is: 2. (3) The catalyst class is: 71. Reactant: Cl[C:2]1[C:3]2[C:4](=[CH:16][N:17](CC3C=CC(OC)=CC=3)[N:18]=2)[N:5]=[C:6]([C:8]2[CH:13]=[CH:12][C:11]([O:14][CH3:15])=[CH:10][CH:9]=2)[N:7]=1.[NH2:28][C:29]1[CH:30]=[C:31]([OH:35])[CH:32]=[CH:33][CH:34]=1.Cl. Product: [CH3:15][O:14][C:11]1[CH:10]=[CH:9][C:8]([C:6]2[N:7]=[C:2]([NH:28][C:29]3[CH:30]=[C:31]([OH:35])[CH:32]=[CH:33][CH:34]=3)[C:3]3[NH:18][N:17]=[CH:16][C:4]=3[N:5]=2)=[CH:13][CH:12]=1. (4) Reactant: Br[C:2]1[CH:7]=[CH:6][C:5]([C:8]2[CH:17]=[CH:16][C:15]3[C:10](=[CH:11][CH:12]=[CH:13][CH:14]=3)[CH:9]=2)=[CH:4][CH:3]=1.CCCCCC.C([Li])CCC.C([O:32][B:33](OC(C)C)[O:34]C(C)C)(C)C.Cl. Product: [CH:9]1[C:10]2[C:15](=[CH:14][CH:13]=[CH:12][CH:11]=2)[CH:16]=[CH:17][C:8]=1[C:5]1[CH:6]=[CH:7][C:2]([B:33]([OH:34])[OH:32])=[CH:3][CH:4]=1. The catalyst class is: 247. (5) Reactant: [C:1]([C:3]1[CH:19]=[CH:18][CH:17]=[CH:16][C:4]=1[O:5][CH2:6][C:7]1[CH:15]=[CH:14][C:10]([C:11](O)=[O:12])=[CH:9][CH:8]=1)#[N:2].O=S(Cl)[Cl:22]. Product: [C:1]([C:3]1[CH:19]=[CH:18][CH:17]=[CH:16][C:4]=1[O:5][CH2:6][C:7]1[CH:15]=[CH:14][C:10]([C:11]([Cl:22])=[O:12])=[CH:9][CH:8]=1)#[N:2]. The catalyst class is: 3.